From a dataset of Catalyst prediction with 721,799 reactions and 888 catalyst types from USPTO. Predict which catalyst facilitates the given reaction. (1) Reactant: N(C(OC(C)C)=O)=NC(OC(C)C)=O.[N:15]1([CH2:28][CH2:29][CH2:30][OH:31])[C:27]2[C:26]3[N:25]=[CH:24][CH:23]=[CH:22][C:21]=3[N:20]=[CH:19][C:18]=2[N:17]=[CH:16]1.C1(P(C2C=CC=CC=2)C2C=CC=CC=2)C=CC=CC=1.O[N:52]1[C:56](=[O:57])[C:55]2=[CH:58][CH:59]=[CH:60][CH:61]=[C:54]2[C:53]1=[O:62]. Product: [N:15]1([CH2:28][CH2:29][CH2:30][O:31][N:52]2[C:56](=[O:57])[C:55]3[C:54](=[CH:61][CH:60]=[CH:59][CH:58]=3)[C:53]2=[O:62])[C:27]2[C:26]3[N:25]=[CH:24][CH:23]=[CH:22][C:21]=3[N:20]=[CH:19][C:18]=2[N:17]=[CH:16]1. The catalyst class is: 7. (2) Reactant: [C:1]([O:5][C:6]([NH:8][C:9]([CH3:14])([CH3:13])[C:10]([OH:12])=O)=[O:7])([CH3:4])([CH3:3])[CH3:2].Cl.CN[O:18][CH3:19].[CH3:20][N:21]1CCOCC1.C1C=CC2N(O)N=NC=2C=1.CCN=C=NCCCN(C)C.Cl. Product: [C:1]([O:5][C:6](=[O:7])[NH:8][C:9]([C:10](=[O:12])[NH:21][CH2:20][O:18][CH3:19])([CH3:14])[CH3:13])([CH3:2])([CH3:3])[CH3:4]. The catalyst class is: 2. (3) Reactant: C(OC(N1CCCCC1[CH2:14][O:15][C:16]1[CH:25]=[C:24]2[C:19]([C:20]([O:26][C:27]3[CH:28]=[C:29]4[C:33](=[CH:34][CH:35]=3)[NH:32][C:31]([CH3:36])=[CH:30]4)=[N:21][CH:22]=[N:23]2)=[CH:18][CH:17]=1)=O)(C)(C)C.[C:37](O)([C:39](F)(F)F)=O. Product: [CH3:36][C:31]1[NH:32][C:33]2[C:29]([CH:30]=1)=[CH:28][C:27]([O:26][C:20]1[C:19]3[C:24](=[CH:25][C:16]([O:15][CH2:14][CH:39]4[CH2:37][CH2:22][NH:21][CH2:20][CH2:19]4)=[CH:17][CH:18]=3)[N:23]=[CH:22][N:21]=1)=[CH:35][CH:34]=2. The catalyst class is: 2. (4) Reactant: [NH2:1][C:2]1[CH:7]=[C:6]([NH2:8])[N:5]=[C:4]([SH:9])[N:3]=1.[OH-].[Na+].Br[CH2:13][C:14]1[N:15]=[C:16]([C:20]2[CH:25]=[CH:24][C:23]([O:26][CH3:27])=[C:22]([O:28][CH2:29][CH2:30][F:31])[CH:21]=2)[S:17][C:18]=1[CH3:19]. Product: [F:31][CH2:30][CH2:29][O:28][C:22]1[CH:21]=[C:20]([C:16]2[S:17][C:18]([CH3:19])=[C:14]([CH2:13][S:9][C:4]3[N:5]=[C:6]([NH2:8])[CH:7]=[C:2]([NH2:1])[N:3]=3)[N:15]=2)[CH:25]=[CH:24][C:23]=1[O:26][CH3:27]. The catalyst class is: 8. (5) Reactant: [CH2:1]([O:4][C:5](=[O:18])[C:6]1[C:11]([CH3:12])=[CH:10][C:9]([O:13][CH2:14][CH2:15][CH3:16])=[CH:8][C:7]=1[OH:17])[CH:2]=[CH2:3].Br[CH2:20][C:21]1[CH:41]=[CH:40][C:24]([O:25][CH2:26][CH2:27][C:28]2[N:29]=[C:30]([C:34]3[CH:39]=[CH:38][CH:37]=[CH:36][CH:35]=3)[O:31][C:32]=2[CH3:33])=[CH:23][CH:22]=1.C(=O)([O-])[O-].[K+].[K+]. Product: [CH2:1]([O:4][C:5](=[O:18])[C:6]1[C:7]([O:17][CH2:20][C:21]2[CH:22]=[CH:23][C:24]([O:25][CH2:26][CH2:27][C:28]3[N:29]=[C:30]([C:34]4[CH:39]=[CH:38][CH:37]=[CH:36][CH:35]=4)[O:31][C:32]=3[CH3:33])=[CH:40][CH:41]=2)=[CH:8][C:9]([O:13][CH2:14][CH2:15][CH3:16])=[CH:10][C:11]=1[CH3:12])[CH:2]=[CH2:3]. The catalyst class is: 3. (6) Reactant: [CH3:1][C:2]1[NH:12][C:5]2[C:6](=[O:11])[N:7]([CH3:10])[CH:8]=[CH:9][C:4]=2[C:3]=1[C:13]([O:15][CH2:16][CH3:17])=[O:14].Br[CH:19]([C:21]1[CH:26]=[CH:25][CH:24]=[CH:23][CH:22]=1)[CH3:20].C(=O)([O-])[O-].[Cs+].[Cs+]. Product: [CH3:1][C:2]1[N:12]([CH:19]([C:21]2[CH:26]=[CH:25][CH:24]=[CH:23][CH:22]=2)[CH3:20])[C:5]2[C:6](=[O:11])[N:7]([CH3:10])[CH:8]=[CH:9][C:4]=2[C:3]=1[C:13]([O:15][CH2:16][CH3:17])=[O:14]. The catalyst class is: 9. (7) Reactant: Cl.[N+:2]([C:5]1[CH:12]=[CH:11][C:8]([CH2:9][NH2:10])=[CH:7][CH:6]=1)([O-:4])=[O:3].C(N(CC)CC)C.[CH3:20][S:21](Cl)(=[O:23])=[O:22]. Product: [N+:2]([C:5]1[CH:6]=[CH:7][C:8]([CH2:9][NH:10][S:21]([CH3:20])(=[O:23])=[O:22])=[CH:11][CH:12]=1)([O-:4])=[O:3]. The catalyst class is: 366. (8) Reactant: [N:1]([C:4]1[CH:5]=[C:6]([CH:27]=[C:28]([CH3:31])[C:29]=1[CH3:30])[C:7]([NH:9][C:10]1[CH:15]=[C:14]([C:16]([CH3:19])([CH3:18])[CH3:17])[CH:13]=[C:12]([NH:20][S:21]([CH3:24])(=[O:23])=[O:22])[C:11]=1[O:25][CH3:26])=[O:8])=[N+:2]=[N-:3].[C:32]([O:36][CH3:37])(=[O:35])[C:33]#[CH:34].O. Product: [CH3:37][O:36][C:32]([C:33]1[N:3]=[N:2][N:1]([C:4]2[CH:5]=[C:6]([C:7](=[O:8])[NH:9][C:10]3[CH:15]=[C:14]([C:16]([CH3:19])([CH3:18])[CH3:17])[CH:13]=[C:12]([NH:20][S:21]([CH3:24])(=[O:22])=[O:23])[C:11]=3[O:25][CH3:26])[CH:27]=[C:28]([CH3:31])[C:29]=2[CH3:30])[CH:34]=1)=[O:35]. The catalyst class is: 44. (9) Reactant: Cl[C:2]1[CH:7]=[CH:6][N:5]=[C:4]2[NH:8][CH:9]=[CH:10][C:3]=12.[Na+].[I-:12].[C:13](Cl)(=[O:15])[CH3:14].C([O-])([O-])=O.[Na+].[Na+].OS([O-])=O.[Na+]. Product: [I:12][C:2]1[CH:7]=[CH:6][N:5]=[C:4]2[N:8]([C:13](=[O:15])[CH3:14])[CH:9]=[CH:10][C:3]=12. The catalyst class is: 23.